Dataset: Catalyst prediction with 721,799 reactions and 888 catalyst types from USPTO. Task: Predict which catalyst facilitates the given reaction. (1) Reactant: Cl[C:2]1[N:7]=[CH:6][N:5]=[C:4]([O:8][C:9]2[CH:35]=[CH:34][CH:33]=[CH:32][C:10]=2[CH2:11][NH:12][C:13]([NH:15][C:16]2[N:20]([C:21]3[CH:26]=[CH:25][C:24]([CH3:27])=[CH:23][CH:22]=3)[N:19]=[C:18]([C:28]([CH3:31])([CH3:30])[CH3:29])[CH:17]=2)=[O:14])[CH:3]=1.[NH2:36][CH2:37][CH2:38][CH2:39][N:40]1[CH2:44][CH2:43][CH2:42][C:41]1=[O:45].C(N(CC)C(C)C)(C)C.C(=O)(O)[O-].[Na+]. Product: [C:28]([C:18]1[CH:17]=[C:16]([NH:15][C:13]([NH:12][CH2:11][C:10]2[CH:32]=[CH:33][CH:34]=[CH:35][C:9]=2[O:8][C:4]2[CH:3]=[C:2]([NH:36][CH2:37][CH2:38][CH2:39][N:40]3[CH2:44][CH2:43][CH2:42][C:41]3=[O:45])[N:7]=[CH:6][N:5]=2)=[O:14])[N:20]([C:21]2[CH:26]=[CH:25][C:24]([CH3:27])=[CH:23][CH:22]=2)[N:19]=1)([CH3:31])([CH3:30])[CH3:29]. The catalyst class is: 8. (2) Reactant: [CH3:1][C:2]1[CH:3]=[C:4]2[C:8](=[CH:9][CH:10]=1)[NH:7][CH:6]=[CH:5]2.[C:11]1(=[O:17])[NH:15][C:14](=[O:16])[CH:13]=[CH:12]1. Product: [CH3:1][C:2]1[CH:3]=[C:4]2[C:8](=[CH:9][CH:10]=1)[NH:7][CH:6]=[C:5]2[CH:13]1[CH2:12][C:11](=[O:17])[NH:15][C:14]1=[O:16]. The catalyst class is: 15. (3) Reactant: I[CH3:2].[Cl:3][C:4]1[CH:5]=[C:6]([C:10]2[C:19]3[C:14](=[CH:15][CH:16]=[C:17]([C:20]([C:29]4[CH:34]=[CH:33][C:32]([Cl:35])=[CH:31][CH:30]=4)([C:22]4[N:26]([CH3:27])[C:25]([SH:28])=[N:24][N:23]=4)[OH:21])[CH:18]=3)[N:13]=[C:12]([CH3:36])[CH:11]=2)[CH:7]=[CH:8][CH:9]=1.O. Product: [Cl:3][C:4]1[CH:5]=[C:6]([C:10]2[C:19]3[C:14](=[CH:15][CH:16]=[C:17]([C:20]([C:29]4[CH:30]=[CH:31][C:32]([Cl:35])=[CH:33][CH:34]=4)([C:22]4[N:26]([CH3:27])[C:25]([S:28][CH3:2])=[N:24][N:23]=4)[OH:21])[CH:18]=3)[N:13]=[C:12]([CH3:36])[CH:11]=2)[CH:7]=[CH:8][CH:9]=1. The catalyst class is: 821. (4) Reactant: [F:1][C:2]1[CH:7]=[CH:6][C:5]([N:8]2[C:16]3[CH2:15][CH2:14][CH2:13][N:12]([C:17](=[O:35])[CH:18]([N:25]4[C:29]([CH3:30])=[CH:28][C:27]([C:31]([F:34])([F:33])[F:32])=[N:26]4)[CH2:19][C:20]([O:22]CC)=[O:21])[C:11]=3[CH:10]=[N:9]2)=[CH:4][CH:3]=1.O[Li].O.C1COCC1.Cl. Product: [F:1][C:2]1[CH:3]=[CH:4][C:5]([N:8]2[C:16]3[CH2:15][CH2:14][CH2:13][N:12]([C:17](=[O:35])[CH:18]([N:25]4[C:29]([CH3:30])=[CH:28][C:27]([C:31]([F:32])([F:34])[F:33])=[N:26]4)[CH2:19][C:20]([OH:22])=[O:21])[C:11]=3[CH:10]=[N:9]2)=[CH:6][CH:7]=1. The catalyst class is: 72. (5) The catalyst class is: 455. Reactant: Br[C:2]1[CH:7]=[CH:6][N:5]=[C:4]([NH2:8])[CH:3]=1.O.[NH2:10][C:11]1[CH:12]=[C:13](B(O)O)[CH:14]=[CH:15][CH:16]=1.C([O-])([O-])=O.[K+].[K+]. Product: [NH2:10][C:11]1[CH:16]=[C:15]([C:2]2[CH:7]=[CH:6][N:5]=[C:4]([NH2:8])[CH:3]=2)[CH:14]=[CH:13][CH:12]=1. (6) Reactant: Cl.[CH3:2][C:3]1[CH:4]=[C:5]([CH:7]=[C:8]([C:10]([F:13])([F:12])[F:11])[CH:9]=1)[NH2:6].[C:14](Cl)(=[O:25])[O:15][C:16]1[CH:21]=[CH:20][C:19]([N+:22]([O-:24])=[O:23])=[CH:18][CH:17]=1.C(N(CC)C(C)C)(C)C.[Cl-].[NH4+]. Product: [CH3:2][C:3]1[CH:4]=[C:5]([NH:6][C:14](=[O:25])[O:15][C:16]2[CH:17]=[CH:18][C:19]([N+:22]([O-:24])=[O:23])=[CH:20][CH:21]=2)[CH:7]=[C:8]([C:10]([F:11])([F:12])[F:13])[CH:9]=1. The catalyst class is: 1. (7) Reactant: CN(C=O)C.[C:6]1([N:12]=[C:13]([O:23][C:24]2[CH:29]=CC=CC=2)[CH:14]=[CH:15]OC2C=CC=CC=2)[CH:11]=[CH:10][CH:9]=[CH:8][CH:7]=1.[Na].[CH2:31]([SH:33])[CH3:32]. Product: [C:6]1([N:12]=[C:13]([O:23][CH2:24][CH3:29])[CH:14]=[CH:15][S:33][CH2:31][CH3:32])[CH:7]=[CH:8][CH:9]=[CH:10][CH:11]=1. The catalyst class is: 13. (8) Reactant: [Br:1][C:2]1[CH:3]=[C:4]([O:19][CH3:20])[C:5]([O:10][CH2:11][O:12][CH2:13][CH2:14][Si:15]([CH3:18])([CH3:17])[CH3:16])=[C:6]([CH:9]=1)[CH:7]=[O:8].C1(C)C=CC(S([CH2:30][N+:31]#[C-:32])(=O)=O)=CC=1. Product: [Br:1][C:2]1[CH:3]=[C:4]([O:19][CH3:20])[C:5]([O:10][CH2:11][O:12][CH2:13][CH2:14][Si:15]([CH3:16])([CH3:18])[CH3:17])=[C:6]([C:7]2[O:8][CH:32]=[N:31][CH:30]=2)[CH:9]=1. The catalyst class is: 5.